This data is from Full USPTO retrosynthesis dataset with 1.9M reactions from patents (1976-2016). The task is: Predict the reactants needed to synthesize the given product. (1) Given the product [C:3]1([S:13]([N:16]2[CH2:21][CH2:20][CH2:19][CH2:18][CH:17]2[CH2:22][CH2:23][CH2:24][C:25]([OH:27])=[O:26])(=[O:15])=[O:14])[C:12]2[C:7](=[CH:8][CH:9]=[CH:10][CH:11]=2)[CH:6]=[CH:5][CH:4]=1, predict the reactants needed to synthesize it. The reactants are: [OH-].[Li+].[C:3]1([S:13]([N:16]2[CH2:21][CH2:20][CH2:19][CH2:18][CH:17]2[CH2:22][CH2:23][CH2:24][C:25]([O:27]C)=[O:26])(=[O:15])=[O:14])[C:12]2[C:7](=[CH:8][CH:9]=[CH:10][CH:11]=2)[CH:6]=[CH:5][CH:4]=1. (2) The reactants are: [Br:1][C:2]1[CH:7]=[CH:6][C:5]([NH:8][C:9]2[S:10][C:11]3[CH:17]=[CH:16][CH:15]=[C:14](C)[C:12]=3[N:13]=2)=[C:4]([F:19])[CH:3]=1.BrC1C=CC(NC2SC3C=C(OC(F)(F)[F:39])C=CC=3N=2)=C(F)C=1.ClC1SC2C=C(F)C=CC=2N=1.FC1C=C(Br)C=CC=1N. Given the product [Br:1][C:2]1[CH:7]=[CH:6][C:5]([NH:8][C:9]2[S:10][C:11]3[CH:17]=[C:16]([F:39])[CH:15]=[CH:14][C:12]=3[N:13]=2)=[C:4]([F:19])[CH:3]=1, predict the reactants needed to synthesize it. (3) Given the product [Br:26][C:23]1[CH:24]=[CH:25][C:20]([C:12]2[CH:13]=[CH:14][C:9]([O:8][CH2:1][C:2]3[CH:7]=[CH:6][CH:5]=[CH:4][CH:3]=3)=[C:10]([F:18])[CH:11]=2)=[N:21][CH:22]=1, predict the reactants needed to synthesize it. The reactants are: [CH2:1]([O:8][C:9]1[CH:14]=[CH:13][C:12](B(O)O)=[CH:11][C:10]=1[F:18])[C:2]1[CH:7]=[CH:6][CH:5]=[CH:4][CH:3]=1.Br[C:20]1[CH:25]=[CH:24][C:23]([Br:26])=[CH:22][N:21]=1.C([O-])([O-])=O.[Na+].[Na+].CCO. (4) Given the product [CH3:1][O:2][C:3]1[CH:8]=[C:7]([C:9]2[C:17]3[C:12](=[N:13][CH:14]=[CH:15][CH:16]=3)[N:11]([S:18]([C:21]3[CH:22]=[CH:23][CH:24]=[CH:25][CH:26]=3)(=[O:20])=[O:19])[CH:10]=2)[N:6]=[C:5]([NH:27][CH2:28][C:29]2[CH:30]=[C:31]([CH:32]=[CH:33][CH:34]=2)[O:35][CH2:37][CH2:38][CH2:39][NH:40][C:41](=[O:47])[O:42][C:43]([CH3:46])([CH3:45])[CH3:44])[N:4]=1, predict the reactants needed to synthesize it. The reactants are: [CH3:1][O:2][C:3]1[CH:8]=[C:7]([C:9]2[C:17]3[C:12](=[N:13][CH:14]=[CH:15][CH:16]=3)[N:11]([S:18]([C:21]3[CH:26]=[CH:25][CH:24]=[CH:23][CH:22]=3)(=[O:20])=[O:19])[CH:10]=2)[N:6]=[C:5]([NH:27][CH2:28][C:29]2[CH:30]=[C:31]([OH:35])[CH:32]=[CH:33][CH:34]=2)[N:4]=1.O[CH2:37][CH2:38][CH2:39][NH:40][C:41](=[O:47])[O:42][C:43]([CH3:46])([CH3:45])[CH3:44].C1(P(C2C=CC=CC=2)C2C=CC=CC=2)C=CC=CC=1.N(C(OC(C)C)=O)=NC(OC(C)C)=O. (5) Given the product [C:23]([C:22]1[CH:25]=[CH:26][C:19]([CH2:18][O:3][CH:4]2[CH2:5][CH2:6][N:7]([C:10]([O:12][C:13]([CH3:16])([CH3:15])[CH3:14])=[O:11])[CH2:8][CH2:9]2)=[CH:20][CH:21]=1)#[N:24], predict the reactants needed to synthesize it. The reactants are: [H-].[Na+].[OH:3][CH:4]1[CH2:9][CH2:8][N:7]([C:10]([O:12][C:13]([CH3:16])([CH3:15])[CH3:14])=[O:11])[CH2:6][CH2:5]1.Br[CH2:18][C:19]1[CH:26]=[CH:25][C:22]([C:23]#[N:24])=[CH:21][CH:20]=1.C(OCC)(=O)C.